Dataset: Forward reaction prediction with 1.9M reactions from USPTO patents (1976-2016). Task: Predict the product of the given reaction. Given the reactants [CH3:1][CH:2]1[CH2:13][C:12]2[C:4](=[C:5]([C:20]3[CH:25]=[CH:24][CH:23]=[CH:22][CH:21]=3)[C:6]3[CH2:7][CH2:8][CH2:9][C:10]=3[C:11]=2[C:14]2[CH:19]=[CH:18][CH:17]=[CH:16][CH:15]=2)[C:3]1=O.[BH4-].[Na+].CO, predict the reaction product. The product is: [CH3:1][C:2]1[CH2:13][C:12]2[C:11]([C:14]3[CH:15]=[CH:16][CH:17]=[CH:18][CH:19]=3)=[C:10]3[C:6](=[C:5]([C:20]4[CH:21]=[CH:22][CH:23]=[CH:24][CH:25]=4)[C:4]=2[CH:3]=1)[CH2:7][CH2:8][CH2:9]3.